The task is: Predict the product of the given reaction.. This data is from Forward reaction prediction with 1.9M reactions from USPTO patents (1976-2016). (1) Given the reactants [C:1]([O:5][C:6](=[O:14])[CH2:7][O:8][CH2:9][CH2:10][CH2:11][CH2:12]O)([CH3:4])([CH3:3])[CH3:2].C1(P(C2C=CC=CC=2)C2C=CC=CC=2)C=CC=CC=1.C(Br)(Br)(Br)[Br:35], predict the reaction product. The product is: [C:1]([O:5][C:6](=[O:14])[CH2:7][O:8][CH2:9][CH2:10][CH2:11][CH2:12][Br:35])([CH3:4])([CH3:3])[CH3:2]. (2) Given the reactants Cl.[Cl:2][C:3]1[CH:8]=[CH:7][CH:6]=[C:5]([Cl:9])[C:4]=1[C:10]1[CH:14]=[C:13]([C:15]2[CH:20]=[C:19]([NH2:21])[CH:18]=[CH:17][N:16]=2)[O:12][N:11]=1.[CH2:22]([NH:25][C:26](=[O:38])[O:27][C:28]1[C:33]([CH3:34])=[CH:32][C:31]([CH:35]=O)=[CH:30][C:29]=1[CH3:37])[CH2:23][CH3:24].C(O[BH-](OC(=O)C)OC(=O)C)(=O)C.[Na+].C(O)(=O)C, predict the reaction product. The product is: [CH2:22]([NH:25][C:26](=[O:38])[O:27][C:28]1[C:29]([CH3:37])=[CH:30][C:31]([CH2:35][NH:21][C:19]2[CH:18]=[CH:17][N:16]=[C:15]([C:13]3[O:12][N:11]=[C:10]([C:4]4[C:3]([Cl:2])=[CH:8][CH:7]=[CH:6][C:5]=4[Cl:9])[CH:14]=3)[CH:20]=2)=[CH:32][C:33]=1[CH3:34])[CH2:23][CH3:24]. (3) Given the reactants C([S:4][CH2:5][CH2:6][CH:7]([S:12]([OH:15])(=[O:14])=[O:13])[C:8]([O:10]C)=[O:9])(=O)C.[OH-].[Na+].[N:18]1[CH:23]=[CH:22][CH:21]=[CH:20][C:19]=1[S:24][S:24][C:19]1[CH:20]=[CH:21][CH:22]=[CH:23][N:18]=1, predict the reaction product. The product is: [N:18]1[CH:23]=[CH:22][CH:21]=[CH:20][C:19]=1[S:24][S:4][CH2:5][CH2:6][CH:7]([S:12]([OH:15])(=[O:13])=[O:14])[C:8]([OH:10])=[O:9]. (4) Given the reactants FC(F)(F)C([N:5]1[CH2:10][CH2:9][CH:8]([CH:11]2[C:24]3[CH:23]=[CH:22][C:21]([C:25]4[NH:29][N:28]=[N:27][N:26]=4)=[CH:20][C:19]=3[O:18][C:17]3[C:12]2=[CH:13][CH:14]=[CH:15][CH:16]=3)[CH2:7][CH2:6]1)=O.[OH-].[Na+], predict the reaction product. The product is: [NH:29]1[C:25]([C:21]2[CH:22]=[CH:23][C:24]3[CH:11]([CH:8]4[CH2:9][CH2:10][NH:5][CH2:6][CH2:7]4)[C:12]4[C:17]([O:18][C:19]=3[CH:20]=2)=[CH:16][CH:15]=[CH:14][CH:13]=4)=[N:26][N:27]=[N:28]1. (5) Given the reactants OC1C(=O)NN=C(CCC2C=CC=CC=2)C=1.C([O:24][C:25]1[N:26]=[N:27][C:28]([C:39]#[C:40][C:41]2[CH:46]=[CH:45][C:44]([C:47]([F:50])([F:49])[F:48])=[CH:43][C:42]=2[F:51])=[CH:29][C:30]=1[O:31]CC1C=CC=CC=1)C1C=CC=CC=1, predict the reaction product. The product is: [F:51][C:42]1[CH:43]=[C:44]([C:47]([F:49])([F:50])[F:48])[CH:45]=[CH:46][C:41]=1[CH2:40][CH2:39][C:28]1[CH:29]=[C:30]([OH:31])[C:25](=[O:24])[NH:26][N:27]=1. (6) Given the reactants C(=O)([O-])[O-].[Cs+].[Cs+].[CH2:7]([C:9]1[CH:14]=[CH:13][C:12]([OH:15])=[C:11]([C:16]2[CH:21]=[CH:20][CH:19]=[CH:18][N:17]=2)[CH:10]=1)[CH3:8].[CH2:22]([O:24][C:25](=[O:46])[CH2:26][CH2:27][C:28]1[CH:33]=[CH:32][C:31]([O:34][CH2:35][CH2:36][CH:37](OS(C)(=O)=O)[CH3:38])=[CH:30][C:29]=1[CH2:44][CH3:45])[CH3:23], predict the reaction product. The product is: [CH2:22]([O:24][C:25](=[O:46])[CH2:26][CH2:27][C:28]1[CH:33]=[CH:32][C:31]([O:34][CH2:35][CH2:36][CH:37]([O:15][C:12]2[CH:13]=[CH:14][C:9]([CH2:7][CH3:8])=[CH:10][C:11]=2[C:16]2[CH:21]=[CH:20][CH:19]=[CH:18][N:17]=2)[CH3:38])=[CH:30][C:29]=1[CH2:44][CH3:45])[CH3:23]. (7) Given the reactants [CH3:1][S:2]([C:5]1[CH:10]=[CH:9][C:8]([N:11]2[CH:15]=[C:14]([CH2:16]O)[CH:13]=[N:12]2)=[CH:7][CH:6]=1)(=[O:4])=[O:3].C1(P([N:32]=[N+:33]=[N-:34])(C2C=CC=CC=2)=O)C=CC=CC=1.N12CCCN=C1CCCCC2, predict the reaction product. The product is: [N:32]([CH2:16][C:14]1[CH:13]=[N:12][N:11]([C:8]2[CH:9]=[CH:10][C:5]([S:2]([CH3:1])(=[O:4])=[O:3])=[CH:6][CH:7]=2)[CH:15]=1)=[N+:33]=[N-:34]. (8) Given the reactants [CH3:1][O:2][C:3](=[O:18])[C:4]1[CH:9]=[C:8](F)[C:7]([C:11]([F:14])([F:13])[F:12])=[CH:6][C:5]=1[N+:15]([O-:17])=[O:16].[NH:19]1[CH2:24][CH2:23][S:22][CH2:21][CH2:20]1, predict the reaction product. The product is: [CH3:1][O:2][C:3](=[O:18])[C:4]1[CH:9]=[C:8]([N:19]2[CH2:24][CH2:23][S:22][CH2:21][CH2:20]2)[C:7]([C:11]([F:14])([F:13])[F:12])=[CH:6][C:5]=1[N+:15]([O-:17])=[O:16]. (9) Given the reactants [CH3:1][C@H:2]([C:6]1[CH:11]=[C:10]([C:12]([F:15])([F:14])[F:13])[CH:9]=[C:8]([C:16]([F:19])([F:18])[F:17])[CH:7]=1)[C:3](O)=[O:4].Cl.[O:21]=[C:22]1[CH2:27][CH2:26][C:25]([NH2:34])([C:28]2[CH:33]=[CH:32][CH:31]=[CH:30][CH:29]=2)[CH2:24][CH2:23]1.CCCC(C)C.CCO, predict the reaction product. The product is: [CH3:1][C@H:2]([C:6]1[CH:7]=[C:8]([C:16]([F:17])([F:19])[F:18])[CH:9]=[C:10]([C:12]([F:14])([F:15])[F:13])[CH:11]=1)[C:3]([NH:34][C:25]1([C:28]2[CH:33]=[CH:32][CH:31]=[CH:30][CH:29]=2)[CH2:24][CH2:23][C:22](=[O:21])[CH2:27][CH2:26]1)=[O:4]. (10) Given the reactants [H-].[Na+].[Br:3][C:4]1[CH:9]=[CH:8][C:7]([CH2:10][CH2:11][OH:12])=[C:6]([CH3:13])[CH:5]=1.[C:14]([C:16]1[CH:17]=[C:18]([NH:27][C:28](=O)[O:29]C2C=CC=CC=2)[CH:19]=[CH:20][C:21]=1[S:22]([CH2:25][CH3:26])(=[O:24])=[O:23])#[N:15], predict the reaction product. The product is: [C:14]([C:16]1[CH:17]=[C:18]([NH:27][C:28](=[O:29])[O:12][CH2:11][CH2:10][C:7]2[CH:8]=[CH:9][C:4]([Br:3])=[CH:5][C:6]=2[CH3:13])[CH:19]=[CH:20][C:21]=1[S:22]([CH2:25][CH3:26])(=[O:24])=[O:23])#[N:15].